Predict the reactants needed to synthesize the given product. From a dataset of Full USPTO retrosynthesis dataset with 1.9M reactions from patents (1976-2016). (1) Given the product [C:2]([C:6]1[CH:11]=[CH:10][C:9]([N:12]2[CH2:18][CH2:17][CH2:16][N:15]([CH2:19][CH2:20][CH2:21][C:22]([N:63]3[CH2:64][CH2:65][CH:60]([NH:59][C:56]4[CH:57]=[CH:58][C:53]([N+:50]([O-:52])=[O:51])=[C:54]([C:66]([F:67])([F:68])[F:69])[CH:55]=4)[CH2:61][CH2:62]3)=[O:24])[CH2:14][CH2:13]2)=[CH:8][CH:7]=1)([CH3:3])([CH3:5])[CH3:4], predict the reactants needed to synthesize it. The reactants are: [Li+].[C:2]([C:6]1[CH:11]=[CH:10][C:9]([N:12]2[CH2:18][CH2:17][CH2:16][N:15]([CH2:19][CH2:20][CH2:21][C:22]([O-:24])=O)[CH2:14][CH2:13]2)=[CH:8][CH:7]=1)([CH3:5])([CH3:4])[CH3:3].F[P-](F)(F)(F)(F)F.CN(C)C(ON1C2C=CC=CC=2N=N1)=[N+](C)C.Cl.[N+:50]([C:53]1[CH:58]=[CH:57][C:56]([NH:59][CH:60]2[CH2:65][CH2:64][NH:63][CH2:62][CH2:61]2)=[CH:55][C:54]=1[C:66]([F:69])([F:68])[F:67])([O-:52])=[O:51].C(N(C(C)C)CC)(C)C.[O-2].[Al+3].[O-2].[O-2].[Al+3]. (2) The reactants are: CC(C)(OC([NH:7][C:8]1[C:9]([C:15]([O:17][CH3:18])=[O:16])=[N:10][CH:11]=[N:12][C:13]=1[CH3:14])=O)C. Given the product [NH2:7][C:8]1[C:9]([C:15]([O:17][CH3:18])=[O:16])=[N:10][CH:11]=[N:12][C:13]=1[CH3:14], predict the reactants needed to synthesize it. (3) Given the product [CH2:42]([CH:40]1[O:39][CH:37]1[CH:36]([OH:43])[CH2:35][CH3:33])[CH2:3][CH2:2][CH3:7], predict the reactants needed to synthesize it. The reactants are: B(C1CCCCC1)[CH:2]1[CH2:7]CCC[CH2:3]1.C#CCCCC.[Zn](CC)CC.C(=O)CC.CC(O[C:33]([C@H:35](O)[C@@H:36]([OH:43])[C:37]([O:39][CH:40]([CH3:42])C)=O)=O)C. (4) Given the product [F:1][C:2]1[CH:7]=[CH:6][C:5]([NH2:8])=[CH:4][C:3]=1[O:11][CH2:12][CH2:13][O:14][CH3:15], predict the reactants needed to synthesize it. The reactants are: [F:1][C:2]1[CH:7]=[CH:6][C:5]([N+:8]([O-])=O)=[CH:4][C:3]=1[O:11][CH2:12][CH2:13][O:14][CH3:15].C(O)C.N#N.[H][H]. (5) Given the product [CH3:31][C:25]1[C:24]([C:9]2[CH:10]=[CH:11][C:12]([O:14][C:15]3[C:20]4[CH:21]=[CH:22][O:23][C:19]=4[CH:18]=[CH:17][N:16]=3)=[CH:13][C:8]=2[CH2:7][OH:6])=[C:29]([CH3:30])[N:28]=[CH:27][N:26]=1, predict the reactants needed to synthesize it. The reactants are: [OH-].[Na+].C([O:6][CH2:7][C:8]1[CH:13]=[C:12]([O:14][C:15]2[C:20]3[CH:21]=[CH:22][O:23][C:19]=3[CH:18]=[CH:17][N:16]=2)[CH:11]=[CH:10][C:9]=1[C:24]1[C:25]([CH3:31])=[N:26][CH:27]=[N:28][C:29]=1[CH3:30])(=O)C.[Cl-].[Na+].